This data is from Forward reaction prediction with 1.9M reactions from USPTO patents (1976-2016). The task is: Predict the product of the given reaction. Given the reactants CB1OB(C)OB(C)O1.[NH2:10][C:11]1[CH:15]=[C:14](Cl)[N:13]([C:17]2[CH:22]=[CH:21][C:20]([C:23]3[CH:27]=[CH:26][S:25][CH:24]=3)=[CH:19][CH:18]=2)[C:12]=1[C:28]([O:30][CH2:31][CH3:32])=[O:29].[CH3:33]C(OC1C=CC=C(OC(C)C)C=1C1C=CC=CC=1P(C1CCCCC1)C1CCCCC1)C.C(=O)([O-])[O-].[Cs+].[Cs+], predict the reaction product. The product is: [NH2:10][C:11]1[CH:15]=[C:14]([CH3:33])[N:13]([C:17]2[CH:22]=[CH:21][C:20]([C:23]3[CH:27]=[CH:26][S:25][CH:24]=3)=[CH:19][CH:18]=2)[C:12]=1[C:28]([O:30][CH2:31][CH3:32])=[O:29].